From a dataset of Peptide-MHC class II binding affinity with 134,281 pairs from IEDB. Regression. Given a peptide amino acid sequence and an MHC pseudo amino acid sequence, predict their binding affinity value. This is MHC class II binding data. (1) The peptide sequence is GKARTAWVDSGAQLG. The MHC is HLA-DQA10102-DQB10602 with pseudo-sequence HLA-DQA10102-DQB10602. The binding affinity (normalized) is 0.242. (2) The peptide sequence is AGRFEVHAQTVEDEA. The MHC is DRB3_0202 with pseudo-sequence DRB3_0202. The binding affinity (normalized) is 0.199. (3) The peptide sequence is EEWEPLTKKGNVWEV. The binding affinity (normalized) is 0.0315. The MHC is HLA-DQA10101-DQB10501 with pseudo-sequence HLA-DQA10101-DQB10501. (4) The peptide sequence is LVKYVNGDGDVVAVDIKEKG. The binding affinity (normalized) is 0.373. The MHC is DRB1_1501 with pseudo-sequence DRB1_1501. (5) The MHC is DRB1_0802 with pseudo-sequence DRB1_0802. The peptide sequence is SQDLELSWNLNDLQAY. The binding affinity (normalized) is 0.0946.